Dataset: Full USPTO retrosynthesis dataset with 1.9M reactions from patents (1976-2016). Task: Predict the reactants needed to synthesize the given product. Given the product [Cl:1][C:2]1[CH:11]=[CH:10][C:9]2[N:8]=[C:7]([N:12]3[CH2:17][CH2:16][CH2:15][C@H:14]([NH:18][CH2:19][CH2:20][OH:21])[CH2:13]3)[CH:6]=[CH:5][C:4]=2[C:3]=1[C:29]([NH:31][CH2:32][CH:33]1[CH2:34][CH2:35][CH2:36][CH2:37][CH2:38]1)=[O:30], predict the reactants needed to synthesize it. The reactants are: [Cl:1][C:2]1[CH:11]=[CH:10][C:9]2[N:8]=[C:7]([N:12]3[CH2:17][CH2:16][CH2:15][C@H:14]([NH:18][CH2:19][CH2:20][O:21][Si](C(C)(C)C)(C)C)[CH2:13]3)[CH:6]=[CH:5][C:4]=2[C:3]=1[C:29]([NH:31][CH2:32][CH:33]1[CH2:38][CH2:37][CH2:36][CH2:35][CH2:34]1)=[O:30].Cl.